Dataset: Reaction yield outcomes from USPTO patents with 853,638 reactions. Task: Predict the reaction yield, written as a fraction of the theoretical maximum amount of product (1.0 means a 100% yield; for example, 0.34 means a 34% yield). (1) The reactants are CC1(C)CCCC(C)(C)N1.[Li]CCCC.[Cl:16][C:17]1[C:22](I)=[CH:21][C:20]([C:24]([F:27])([F:26])[F:25])=[CH:19][N:18]=1.ClC1C=C([I:35])C(C(F)(F)F)=CN=1. The catalyst is C1COCC1.II. The product is [Cl:16][C:17]1[N:18]=[C:19]([I:35])[C:20]([C:24]([F:27])([F:26])[F:25])=[CH:21][CH:22]=1. The yield is 0.320. (2) The reactants are C([Li])CCC.[N:6]1[CH:11]=[CH:10][C:9]([CH:12]=[O:13])=[CH:8][CH:7]=1.[C:14]1([O:22][CH3:23])[C:15](=[CH:18][CH:19]=[CH:20][CH:21]=1)[O:16][CH3:17]. The catalyst is C1(C)C=CC=CC=1. The product is [OH:13][CH:12]([C:9]1[CH:10]=[CH:11][N:6]=[CH:7][CH:8]=1)[C:21]1[CH:20]=[CH:19][CH:18]=[C:15]([O:16][CH3:17])[C:14]=1[O:22][CH3:23]. The yield is 0.810. (3) The reactants are C(O)(C(F)(F)F)=O.[CH:8]([C:11]1[N:12]=[C:13]([C:16]2[CH:25]=[C:24]([O:26][CH:27]3[CH2:45][CH:44]4[N:29]([C:30](=[O:65])[N:31](CC5C=CC(OC)=CC=5)[CH2:32][CH2:33][CH2:34][CH2:35][CH2:36][CH:37]=[CH:38][CH:39]5[C:41]([C:47]([NH:49][S:50]([CH:53]6[CH2:55][CH2:54]6)(=[O:52])=[O:51])=[O:48])([NH:42][C:43]4=[O:46])[CH2:40]5)[CH2:28]3)[C:23]3[C:18](=[C:19]([CH3:68])[C:20]([O:66][CH3:67])=[CH:21][CH:22]=3)[N:17]=2)[S:14][CH:15]=1)([CH3:10])[CH3:9].O.C([O-])(O)=O.[Na+]. The catalyst is C(Cl)Cl. The product is [CH:8]([C:11]1[N:12]=[C:13]([C:16]2[CH:25]=[C:24]([O:26][CH:27]3[CH2:45][CH:44]4[N:29]([C:30](=[O:65])[NH:31][CH2:32][CH2:33][CH2:34][CH2:35][CH2:36][CH:37]=[CH:38][CH:39]5[C:41]([C:47]([NH:49][S:50]([CH:53]6[CH2:55][CH2:54]6)(=[O:52])=[O:51])=[O:48])([NH:42][C:43]4=[O:46])[CH2:40]5)[CH2:28]3)[C:23]3[C:18](=[C:19]([CH3:68])[C:20]([O:66][CH3:67])=[CH:21][CH:22]=3)[N:17]=2)[S:14][CH:15]=1)([CH3:10])[CH3:9]. The yield is 0.730. (4) The reactants are [Br:1][C:2]1[CH:25]=[N:24][C:5]2=[N:6][C:7]([N:11]3[CH2:14][CH:13]([N:15]([CH3:23])[C:16](=[O:22])[O:17][C:18]([CH3:21])([CH3:20])[CH3:19])[CH2:12]3)=[C:8](Cl)[N:9]=[C:4]2[CH:3]=1.[NH2:26][CH2:27][CH2:28][OH:29]. The catalyst is CCO. The product is [Br:1][C:2]1[CH:25]=[N:24][C:5]2=[N:6][C:7]([N:11]3[CH2:14][CH:13]([N:15]([CH3:23])[C:16](=[O:22])[O:17][C:18]([CH3:21])([CH3:20])[CH3:19])[CH2:12]3)=[C:8]([NH:26][CH2:27][CH2:28][OH:29])[N:9]=[C:4]2[CH:3]=1. The yield is 0.910. (5) The reactants are [N+:1]([C:4]1[CH:8]=[N:7][NH:6][C:5]=1[NH2:9])([O-:3])=[O:2].CN(C)[CH:12]=[CH:13][C:14]([C:16]1[CH:17]=[C:18]([N:22]([CH2:27][C:28]#[CH:29])[S:23]([CH3:26])(=[O:25])=[O:24])[CH:19]=[CH:20][CH:21]=1)=O.C(OCC)(=O)C. The catalyst is C(O)(=O)C. The product is [N+:1]([C:4]1[CH:8]=[N:7][N:6]2[C:14]([C:16]3[CH:17]=[C:18]([N:22]([CH2:27][C:28]#[CH:29])[S:23]([CH3:26])(=[O:25])=[O:24])[CH:19]=[CH:20][CH:21]=3)=[CH:13][CH:12]=[N:9][C:5]=12)([O-:3])=[O:2]. The yield is 0.510. (6) The reactants are [Br:1][C:2]1[CH:12]=[CH:11][C:10]([S:13]([N:16]([C:29]2[N:30]=[CH:31][C:32]3[C:37]([C:38]=2[CH:39]2[CH2:41][CH2:40]2)=[CH:36][CH:35]=[CH:34][CH:33]=3)[CH2:17][C:18]2[CH:23]=[CH:22][C:21]([O:24][C:25]([F:28])([F:27])[F:26])=[CH:20][CH:19]=2)(=[O:15])=[O:14])=[CH:9][C:3]=1[C:4](OCC)=[O:5].[H-].C([Al+]CC(C)C)C(C)C.CO.C(C(C(C([O-])=O)O)O)([O-])=O.[Na+].[K+]. The catalyst is O1CCCC1.C(OCC)(=O)C. The product is [Br:1][C:2]1[CH:12]=[CH:11][C:10]([S:13]([N:16]([C:29]2[N:30]=[CH:31][C:32]3[C:37]([C:38]=2[CH:39]2[CH2:40][CH2:41]2)=[CH:36][CH:35]=[CH:34][CH:33]=3)[CH2:17][C:18]2[CH:23]=[CH:22][C:21]([O:24][C:25]([F:28])([F:27])[F:26])=[CH:20][CH:19]=2)(=[O:14])=[O:15])=[CH:9][C:3]=1[CH2:4][OH:5]. The yield is 0.810. (7) The reactants are [Cl:1][C:2]1[CH:3]=[CH:4][C:5]2[N:9]=[CH:8][N:7]([CH2:10][C:11]([OH:13])=O)[C:6]=2[C:14]=1[F:15].[NH2:16][CH:17]([C:19]1[CH:24]=[CH:23][C:22]([C:25]([CH3:29])([CH3:28])[C:26]#[N:27])=[CH:21][CH:20]=1)[CH3:18].[CH3:30]N(C(ON1N=NC2C=CC=NC1=2)=[N+](C)C)C.F[P-](F)(F)(F)(F)F. The catalyst is CN(C1C=CN=CC=1)C.CN(C=O)C.CO. The product is [Cl:1][C:2]1[CH:3]=[CH:4][C:5]2[N:9]=[CH:8][N:7]([CH2:10][C:11]([NH:16][C@H:17]([C:19]3[CH:24]=[CH:23][C:22]([C:25]([C:26]#[N:27])([CH3:28])[CH3:29])=[C:21]([CH3:30])[CH:20]=3)[CH3:18])=[O:13])[C:6]=2[C:14]=1[F:15]. The yield is 0.530. (8) The reactants are [O:1]1[C:5]2[CH:6]=[CH:7][C:8]([C:10]3([C:13]([NH:15][C:16]4[CH:17]=[CH:18][C:19]([CH2:33][OH:34])=[C:20]([C:22]5[CH:27]=[CH:26][C:25]([C:28]([N:30]([CH3:32])[CH3:31])=[O:29])=[CH:24][CH:23]=5)[CH:21]=4)=[O:14])[CH2:12][CH2:11]3)=[CH:9][C:4]=2[O:3][CH2:2]1.[C:35]1(C)[CH:40]=CC(S(O)(=O)=O)=C[CH:36]=1. The catalyst is C(O)(C)C. The product is [O:1]1[C:5]2[CH:6]=[CH:7][C:8]([C:10]3([C:13]([NH:15][C:16]4[CH:17]=[CH:18][C:19]([CH2:33][O:34][CH:35]([CH3:40])[CH3:36])=[C:20]([C:22]5[CH:27]=[CH:26][C:25]([C:28]([N:30]([CH3:31])[CH3:32])=[O:29])=[CH:24][CH:23]=5)[CH:21]=4)=[O:14])[CH2:11][CH2:12]3)=[CH:9][C:4]=2[O:3][CH2:2]1. The yield is 0.440. (9) The catalyst is COC(OC)(C)C. The reactants are [Cl:1][C:2]1[N:7]=[CH:6][C:5]([C@H:8]([OH:11])[CH2:9][OH:10])=[CH:4][C:3]=1[F:12].O.[C:14]1(C)[CH:19]=CC(S(O)(=O)=O)=C[CH:15]=1. The product is [Cl:1][C:2]1[C:3]([F:12])=[CH:4][C:5]([C@H:8]2[CH2:9][O:10][C:14]([CH3:19])([CH3:15])[O:11]2)=[CH:6][N:7]=1. The yield is 0.870. (10) The reactants are FC(F)(F)S(O[C:7]1[CH:11]([C:12]2[CH:17]=[CH:16][C:15]([C:18]([CH3:21])([CH3:20])[CH3:19])=[CH:14][CH:13]=2)[CH:10]([C:22]2[CH:27]=[CH:26][C:25]([N:28]3[C:32]([CH3:33])=[CH:31][CH:30]=[C:29]3[CH3:34])=[CH:24][CH:23]=2)[CH2:9][CH:8]=1)(=O)=O.CC1(C)C(C)(C)OB([C:45]2[CH:50]=[CH:49][C:48]([NH:51][C:52](=[O:58])[O:53][C:54]([CH3:57])([CH3:56])[CH3:55])=[CH:47][CH:46]=2)O1.C([O-])([O-])=O.[K+].[K+].ClCCl. The catalyst is O1CCOCC1.O.C1C=CC(P(C2C=CC=CC=2)[C-]2C=CC=C2)=CC=1.C1C=CC(P(C2C=CC=CC=2)[C-]2C=CC=C2)=CC=1.Cl[Pd]Cl.[Fe+2]. The product is [C:18]([C:15]1[CH:16]=[CH:17][C:12]([CH:11]2[C:7]([C:45]3[CH:46]=[CH:47][C:48]([NH:51][C:52](=[O:58])[O:53][C:54]([CH3:55])([CH3:56])[CH3:57])=[CH:49][CH:50]=3)=[CH:8][CH2:9][CH:10]2[C:22]2[CH:23]=[CH:24][C:25]([N:28]3[C:29]([CH3:34])=[CH:30][CH:31]=[C:32]3[CH3:33])=[CH:26][CH:27]=2)=[CH:13][CH:14]=1)([CH3:21])([CH3:20])[CH3:19]. The yield is 0.950.